Dataset: Peptide-MHC class I binding affinity with 185,985 pairs from IEDB/IMGT. Task: Regression. Given a peptide amino acid sequence and an MHC pseudo amino acid sequence, predict their binding affinity value. This is MHC class I binding data. (1) The peptide sequence is IPVRRGYTT. The MHC is HLA-B15:01 with pseudo-sequence HLA-B15:01. The binding affinity (normalized) is 0.0847. (2) The peptide sequence is IILFQNNDI. The MHC is HLA-A68:02 with pseudo-sequence HLA-A68:02. The binding affinity (normalized) is 0.0687. (3) The peptide sequence is NVWATHACV. The MHC is HLA-A02:03 with pseudo-sequence HLA-A02:03. The binding affinity (normalized) is 0.529. (4) The peptide sequence is VMTDGPANK. The MHC is HLA-A02:01 with pseudo-sequence HLA-A02:01. The binding affinity (normalized) is 0.0847. (5) The peptide sequence is IRLLTWLF. The MHC is Mamu-B08 with pseudo-sequence Mamu-B08. The binding affinity (normalized) is 0.262. (6) The binding affinity (normalized) is 0.851. The MHC is HLA-A02:06 with pseudo-sequence HLA-A02:06. The peptide sequence is IVAQGIAAL. (7) The MHC is HLA-B35:03 with pseudo-sequence HLA-B35:03. The peptide sequence is ITLWQRPIV. The binding affinity (normalized) is 0. (8) The peptide sequence is SIATNLEYK. The MHC is HLA-A03:01 with pseudo-sequence HLA-A03:01. The binding affinity (normalized) is 0.234.